Task: Predict the product of the given reaction.. Dataset: Forward reaction prediction with 1.9M reactions from USPTO patents (1976-2016) (1) The product is: [Cl:20][C:4]1[CH:3]=[C:2]([NH:24][CH:21]2[CH2:23][CH2:22]2)[N:7]2[N:8]=[C:9]([NH:11][C:12](=[O:19])[C:13]3[CH:18]=[CH:17][CH:16]=[N:15][CH:14]=3)[N:10]=[C:6]2[CH:5]=1. Given the reactants Cl[C:2]1[N:7]2[N:8]=[C:9]([NH:11][C:12](=[O:19])[C:13]3[CH:18]=[CH:17][CH:16]=[N:15][CH:14]=3)[N:10]=[C:6]2[CH:5]=[C:4]([Cl:20])[CH:3]=1.[CH:21]1([NH2:24])[CH2:23][CH2:22]1, predict the reaction product. (2) The product is: [O:42]=[C:38]1[C:39]2[C:35](=[CH:34][C:33]([C:2]3[N:7]4[N:8]=[CH:9][N:10]=[C:6]4[C:5]([NH:11][CH:12]4[CH2:17][CH2:16][N:15]([C:18]([O:20][C:21]([CH3:24])([CH3:23])[CH3:22])=[O:19])[CH2:14][CH2:13]4)=[N:4][CH:3]=3)=[CH:41][CH:40]=2)[CH2:36][NH:37]1. Given the reactants Br[C:2]1[N:7]2[N:8]=[CH:9][N:10]=[C:6]2[C:5]([NH:11][CH:12]2[CH2:17][CH2:16][N:15]([C:18]([O:20][C:21]([CH3:24])([CH3:23])[CH3:22])=[O:19])[CH2:14][CH2:13]2)=[N:4][CH:3]=1.CC1(C)C(C)(C)OB([C:33]2[CH:34]=[C:35]3[C:39](=[CH:40][CH:41]=2)[C:38](=[O:42])[NH:37][CH2:36]3)O1, predict the reaction product. (3) Given the reactants Cl[C:2]1[C:7]2=[CH:8][N:9]([C:11]3[C:16]([F:17])=[CH:15][CH:14]=[CH:13][C:12]=3[Cl:18])[N:10]=[C:6]2[CH:5]=[CH:4][N:3]=1.[CH:19]1([C:22]([NH2:24])=[O:23])[CH2:21][CH2:20]1.CC1(C)C2C(=C(P(C3C=CC=CC=3)C3C=CC=CC=3)C=CC=2)OC2C(P(C3C=CC=CC=3)C3C=CC=CC=3)=CC=CC1=2.C(=O)([O-])[O-].[Cs+].[Cs+], predict the reaction product. The product is: [Cl:18][C:12]1[CH:13]=[CH:14][CH:15]=[C:16]([F:17])[C:11]=1[N:9]1[CH:8]=[C:7]2[C:2]([NH:24][C:22]([CH:19]3[CH2:21][CH2:20]3)=[O:23])=[N:3][CH:4]=[CH:5][C:6]2=[N:10]1. (4) The product is: [N:1]1[CH:2]=[CH:3][C:4]([CH2:7][CH2:8][P:9](=[O:16])([O:10][CH2:11][CH3:12])[O:13][CH2:14][CH3:15])=[CH:5][CH:6]=1. Given the reactants [N:1]1[CH:6]=[CH:5][C:4](/[CH:7]=[CH:8]/[P:9](=[O:16])([O:13][CH2:14][CH3:15])[O:10][CH2:11][CH3:12])=[CH:3][CH:2]=1, predict the reaction product. (5) Given the reactants Cl.[NH2:2][C@:3]([CH3:24])([CH2:6][CH2:7][C:8]1[O:9][C:10]([C:13]#[C:14][CH2:15][CH2:16][O:17][CH:18]2[CH2:23][CH2:22][CH2:21][CH2:20][CH2:19]2)=[CH:11][CH:12]=1)[CH2:4][OH:5].O.C(=O)([O-])O.[K+].Cl[C:32]([O:34][CH2:35][CH:36]=[CH2:37])=[O:33], predict the reaction product. The product is: [CH2:35]([O:34][C:32]([NH:2][C@:3]([CH3:24])([CH2:6][CH2:7][C:8]1[O:9][C:10]([C:13]#[C:14][CH2:15][CH2:16][O:17][CH:18]2[CH2:19][CH2:20][CH2:21][CH2:22][CH2:23]2)=[CH:11][CH:12]=1)[CH2:4][OH:5])=[O:33])[CH:36]=[CH2:37]. (6) Given the reactants [F:1][C:2]1[CH:7]=[CH:6][C:5]([N:8]2[C:13](=[O:14])[C:12]([O:15]S(C3C=CC(C)=CC=3)(=O)=O)=[C:11]([C:26]3[CH:31]=[CH:30][C:29]([S:32]([CH3:35])(=[O:34])=[O:33])=[CH:28][CH:27]=3)[CH:10]=[N:9]2)=[CH:4][CH:3]=1.[CH3:36][C:37]([CH3:42])=[CH:38][CH2:39][CH2:40]O.N, predict the reaction product. The product is: [F:1][C:2]1[CH:7]=[CH:6][C:5]([N:8]2[C:13](=[O:14])[C:12]([O:15][CH2:40][CH2:39][CH:38]=[C:37]([CH3:42])[CH3:36])=[C:11]([C:26]3[CH:27]=[CH:28][C:29]([S:32]([CH3:35])(=[O:34])=[O:33])=[CH:30][CH:31]=3)[CH:10]=[N:9]2)=[CH:4][CH:3]=1. (7) Given the reactants Br[C:2]1[CH:3]=[C:4]([S:12]([NH2:15])(=[O:14])=[O:13])[CH:5]=[C:6]([CH:10]=[O:11])[C:7]=1[O:8][CH3:9].[NH2:16][C:17]1[CH:18]=[C:19](B(O)O)[CH:20]=[CH:21][CH:22]=1, predict the reaction product. The product is: [NH2:16][C:17]1[CH:22]=[C:21]([C:2]2[C:7]([O:8][CH3:9])=[C:6]([CH:10]=[O:11])[CH:5]=[C:4]([S:12]([NH2:15])(=[O:14])=[O:13])[CH:3]=2)[CH:20]=[CH:19][CH:18]=1. (8) Given the reactants [C:1]([O:4]CC(=O)CC1C=CC(Cl)=C(Cl)C=1)(=[O:3])[CH3:2].[S:17]1[CH:21]=[C:20]([CH2:22][C:23](=[O:26])[CH2:24]Cl)[C:19]2[CH:27]=[CH:28][CH:29]=[CH:30][C:18]1=2.C(O)(=O)C.C(N(CC)CC)C, predict the reaction product. The product is: [C:1]([O:4][CH2:24][C:23](=[O:26])[CH2:22][C:20]1[C:19]2[CH:27]=[CH:28][CH:29]=[CH:30][C:18]=2[S:17][CH:21]=1)(=[O:3])[CH3:2]. (9) Given the reactants Br[C:2]1[C:3]([CH:23]([CH3:25])[CH3:24])=[N:4][C:5]([N:10]2[CH2:15][CH2:14][N:13]([C:16](=[O:21])[CH2:17][CH2:18][O:19][CH3:20])[C@H:12]([CH3:22])[CH2:11]2)=[C:6]([CH:9]=1)[C:7]#[N:8].[Br-].[CH2:27]([Zn+])[C:28]1[CH:33]=[CH:32][CH:31]=[CH:30][CH:29]=1, predict the reaction product. The product is: [CH2:27]([C:2]1[C:3]([CH:23]([CH3:25])[CH3:24])=[N:4][C:5]([N:10]2[CH2:15][CH2:14][N:13]([C:16](=[O:21])[CH2:17][CH2:18][O:19][CH3:20])[C@H:12]([CH3:22])[CH2:11]2)=[C:6]([CH:9]=1)[C:7]#[N:8])[C:28]1[CH:33]=[CH:32][CH:31]=[CH:30][CH:29]=1.